Predict the reactants needed to synthesize the given product. From a dataset of Full USPTO retrosynthesis dataset with 1.9M reactions from patents (1976-2016). (1) Given the product [N:11]1[CH:12]=[CH:13][C:8]([CH:6]([C:5]2[CH:14]=[CH:15][C:2]([Cl:1])=[CH:3][CH:4]=2)[OH:7])=[CH:9][CH:10]=1, predict the reactants needed to synthesize it. The reactants are: [Cl:1][C:2]1[CH:15]=[CH:14][C:5]([C:6]([C:8]2[CH:13]=[CH:12][N:11]=[CH:10][CH:9]=2)=[O:7])=[CH:4][CH:3]=1.[BH4-].[BH4-].[BH4-].[BH4-].[Na+].[Na+].[Na+].[Na+].Cl. (2) Given the product [NH:14]1[C:10]([C:7]2[CH:8]=[CH:9][C:4]([NH2:1])=[CH:5][CH:6]=2)=[N:11][N:12]=[N:13]1, predict the reactants needed to synthesize it. The reactants are: [N+:1]([C:4]1[CH:9]=[CH:8][C:7]([C:10]2[NH:14][N:13]=[N:12][N:11]=2)=[CH:6][CH:5]=1)([O-])=O.